The task is: Predict which catalyst facilitates the given reaction.. This data is from Catalyst prediction with 721,799 reactions and 888 catalyst types from USPTO. (1) Reactant: [C:1]([N:9]=[C:10]=[S:11])(=[O:8])[C:2]1[CH:7]=[CH:6][CH:5]=[CH:4][CH:3]=1.[N:12]#[C:13][NH2:14].N12CCCN=C1CCCCC2.Br[CH2:27][C:28]([O:30][CH3:31])=[O:29]. Product: [NH2:12][C:13]1[N:14]=[C:10]([NH:9][C:1](=[O:8])[C:2]2[CH:7]=[CH:6][CH:5]=[CH:4][CH:3]=2)[S:11][C:27]=1[C:28]([O:30][CH3:31])=[O:29]. The catalyst class is: 7. (2) Reactant: [CH3:1][S:2][C:3]1[NH:7][N:6]=[C:5]([C:8]2[CH:13]=[CH:12][CH:11]=[CH:10][CH:9]=2)[CH:4]=1.[I-:14].[Na+].II.C([O-])([O-])=O.[K+].[K+]. Product: [I:14][C:4]1[C:5]([C:8]2[CH:9]=[CH:10][CH:11]=[CH:12][CH:13]=2)=[N:6][NH:7][C:3]=1[S:2][CH3:1]. The catalyst class is: 20. (3) Reactant: OC1[C:12]2[C:7](=[N:8][CH:9]=[C:10]([C:13]3[CH:18]=[CH:17][CH:16]=[CH:15][CH:14]=3)[CH:11]=2)[CH:6]=[CH:5][C:4]2C=C[C:21]([NH:23][S:24]([CH3:27])(=[O:26])=[O:25])=[CH:22][C:3]1=2.[H-].[Na+].[CH3:30]I.O.[CH2:33]1[CH2:37][O:36][CH2:35][CH2:34]1. Product: [CH3:35][O:36][CH:37]1[C:12]2[C:7](=[N:8][CH:9]=[C:10]([C:13]3[CH:18]=[CH:17][CH:16]=[CH:15][CH:14]=3)[CH:11]=2)[CH:6]=[CH:5][C:4]2[CH:3]=[CH:22][C:21]([N:23]([CH3:30])[S:24]([CH3:27])(=[O:26])=[O:25])=[CH:34][C:33]1=2. The catalyst class is: 25. (4) Reactant: [O:1]1[C:5]2[C:6]([C:10]([OH:12])=O)=[CH:7][CH:8]=[CH:9][C:4]=2[CH2:3][CH2:2]1.O1C2C(C(Cl)=O)=CC=CC=2CC1.S(Cl)(Cl)=O.[CH3:29][O:30][CH2:31][CH2:32][N:33]1[C:37]([CH3:38])=[C:36]([CH3:39])[S:35][C:34]1=[NH:40].CCN(CC)CC. Product: [CH3:29][O:30][CH2:31][CH2:32][N:33]1[C:37]([CH3:38])=[C:36]([CH3:39])[S:35]/[C:34]/1=[N:40]\[C:10]([C:6]1[C:5]2[O:1][CH2:2][CH2:3][C:4]=2[CH:9]=[CH:8][CH:7]=1)=[O:12]. The catalyst class is: 49. (5) Reactant: [CH3:1][C:2]1[N:11]=[C:10]([C:12]([F:15])([F:14])[F:13])[CH:9]=[CH:8][C:3]=1[C:4]([O:6][CH3:7])=[O:5].[Br:16]N1C(=O)CCC1=O. Product: [Br:16][CH2:1][C:2]1[N:11]=[C:10]([C:12]([F:15])([F:13])[F:14])[CH:9]=[CH:8][C:3]=1[C:4]([O:6][CH3:7])=[O:5]. The catalyst class is: 53.